Dataset: Aqueous solubility values for 9,982 compounds from the AqSolDB database. Task: Regression/Classification. Given a drug SMILES string, predict its absorption, distribution, metabolism, or excretion properties. Task type varies by dataset: regression for continuous measurements (e.g., permeability, clearance, half-life) or binary classification for categorical outcomes (e.g., BBB penetration, CYP inhibition). For this dataset (solubility_aqsoldb), we predict Y. (1) The molecule is C=O.CC1CO1.CCCCCCCCCc1ccccc1O.OCCNCCO. The Y is -1.46 log mol/L. (2) The Y is -1.46 log mol/L. The compound is COC(=O)CCCCC(=O)OC. (3) The drug is CC(C)c1ccc(CCC=O)cc1. The Y is -3.30 log mol/L. (4) The Y is -1.54 log mol/L. The compound is CC=CCC1(C)C(=O)NC(=O)N(C)C1=O. (5) The molecule is C[N+](=O)[O-]. The Y is 0.234 log mol/L. (6) The compound is O=C1c2ccccc2C(=O)c2cc(O)ccc21. The Y is -5.31 log mol/L. (7) The drug is O=C1c2ccc3c4ccc5c6c(ccc(c7ccc(c2c37)C(=O)N1c1ccc(N=Nc2ccccc2)cc1)c64)C(=O)N(c1ccc(N=Nc2ccccc2)cc1)C5=O. The Y is -7.88 log mol/L. (8) The compound is CC(=O)OCn1cc(F)c(=O)n(COC(C)=O)c1=O. The Y is -1.81 log mol/L. (9) The drug is COc1cc(NC(=O)C(N=Nc2ccc(-c3ccc(N=NC(C(C)=O)C(=O)Nc4cc(OC)c(Cl)cc4OC)c(Cl)c3)cc2Cl)C(C)=O)c(OC)cc1Cl. The Y is -8.00 log mol/L.